From a dataset of Reaction yield outcomes from USPTO patents with 853,638 reactions. Predict the reaction yield, written as a fraction of the theoretical maximum amount of product (1.0 means a 100% yield; for example, 0.34 means a 34% yield). (1) The reactants are [OH:1][CH:2]([C:19]1[CH:24]=[CH:23][CH:22]=[C:21]([O:25][CH3:26])[CH:20]=1)[CH2:3][O:4][C:5]1[CH:18]=[CH:17][C:8]([CH2:9][CH:10]2[S:14][C:13](=[O:15])[NH:12][C:11]2=[O:16])=[CH:7][CH:6]=1.CS(C)=O.O=P12OP3(OP(OP(O3)(O1)=O)(=O)O2)=O.C(N(CC)CC)C. The catalyst is C(Cl)Cl.O. The product is [CH3:26][O:25][C:21]1[CH:20]=[C:19]([C:2](=[O:1])[CH2:3][O:4][C:5]2[CH:18]=[CH:17][C:8]([CH2:9][CH:10]3[S:14][C:13](=[O:15])[NH:12][C:11]3=[O:16])=[CH:7][CH:6]=2)[CH:24]=[CH:23][CH:22]=1. The yield is 0.540. (2) The reactants are [CH3:1][N:2]([CH3:23])[C:3]([CH:5]1[CH2:10][CH2:9][N:8]([S:11]([C:14]2[CH:19]=[CH:18][C:17]([N+:20]([O-])=O)=[CH:16][CH:15]=2)(=[O:13])=[O:12])[CH2:7][CH2:6]1)=[O:4].C(O)C.[Cl-].[NH4+]. The catalyst is [Fe].O. The product is [CH3:1][N:2]([CH3:23])[C:3]([CH:5]1[CH2:6][CH2:7][N:8]([S:11]([C:14]2[CH:15]=[CH:16][C:17]([NH2:20])=[CH:18][CH:19]=2)(=[O:13])=[O:12])[CH2:9][CH2:10]1)=[O:4]. The yield is 1.00. (3) The reactants are CO[C:3]1[CH:13]=[CH:12][C:6]([O:7][CH2:8][C:9]([OH:11])=O)=[CH:5][CH:4]=1.[NH2:14][CH2:15][CH:16]([OH:28])[CH2:17][N:18]1[CH2:27][CH2:26][C:25]2[C:20](=[CH:21][CH:22]=[CH:23][CH:24]=2)[CH2:19]1.C1N(P(Cl)(N2C(=O)[O:40][CH2:39][CH2:38]2)=O)C(=O)OC1.CC[N:46](C(C)C)C(C)C. The catalyst is C(Cl)Cl. The product is [C:39]([NH:46][C:3]1[CH:4]=[CH:5][C:6]([O:7][CH2:8][C:9]([NH:14][CH2:15][CH:16]([OH:28])[CH2:17][N:18]2[CH2:27][CH2:26][C:25]3[C:20](=[CH:21][CH:22]=[CH:23][CH:24]=3)[CH2:19]2)=[O:11])=[CH:12][CH:13]=1)(=[O:40])[CH3:38]. The yield is 0.0380. (4) The reactants are C([Li])CCC.[Br:6][C:7]1[N:16]=[C:10]2[CH:11]=[CH:12][CH:13]=[C:14](Br)[N:9]2[N:8]=1.CON(C)[C:20]([CH:22]1[CH2:27][CH2:26][O:25][CH2:24][CH2:23]1)=[O:21]. The catalyst is O1CCCC1. The product is [Br:6][C:7]1[N:16]=[C:10]2[CH:11]=[CH:12][CH:13]=[C:14]([C:20]([CH:22]3[CH2:27][CH2:26][O:25][CH2:24][CH2:23]3)=[O:21])[N:9]2[N:8]=1. The yield is 0.470. (5) The reactants are [CH3:1][O:2][C:3]1[CH:4]=[C:5]([C:9]2[N:10]=[C:11]3[N:15]([C:16]=2[C:17]2[CH:22]=[CH:21][N:20]=[C:19]([NH:23][C@@H:24]4[CH2:29][CH2:28][CH2:27][N:26](C(OC(C)(C)C)=O)[CH2:25]4)[N:18]=2)[CH:14]=[CH:13][S:12]3)[CH:6]=[CH:7][CH:8]=1.[ClH:37]. The catalyst is O1CCOCC1.CCOCC. The product is [ClH:37].[CH3:1][O:2][C:3]1[CH:4]=[C:5]([C:9]2[N:10]=[C:11]3[N:15]([C:16]=2[C:17]2[CH:22]=[CH:21][N:20]=[C:19]([NH:23][C@@H:24]4[CH2:29][CH2:28][CH2:27][NH:26][CH2:25]4)[N:18]=2)[CH:14]=[CH:13][S:12]3)[CH:6]=[CH:7][CH:8]=1. The yield is 0.900.